Task: Predict the product of the given reaction.. Dataset: Forward reaction prediction with 1.9M reactions from USPTO patents (1976-2016) (1) Given the reactants [NH2:1][C:2]1[CH:10]=[CH:9][C:5]([C:6]([OH:8])=O)=[CH:4][C:3]=1[Cl:11].C1C=CC2N(O)N=NC=2C=1.C(N(C(C)C)CC)(C)C.[C:31]([NH2:35])([CH3:34])([CH3:33])[CH3:32], predict the reaction product. The product is: [NH2:1][C:2]1[CH:10]=[CH:9][C:5]([C:6]([NH:35][C:31]([CH3:34])([CH3:33])[CH3:32])=[O:8])=[CH:4][C:3]=1[Cl:11]. (2) Given the reactants C([O:3][C:4]([C@@:6]1([NH:12][C:13]([O:15][C:16]([CH3:19])([CH3:18])[CH3:17])=[O:14])[CH2:8][C@H:7]1C1CC1)=[O:5])C.[H-].[Na+].ClC1N=C(C2SC=CC=2)C=CN=1, predict the reaction product. The product is: [C:16]([O:15][C:13]([NH:12][C:6]1([C:4]([OH:5])=[O:3])[CH2:8][CH2:7]1)=[O:14])([CH3:19])([CH3:17])[CH3:18]. (3) The product is: [CH2:6]([O:13][C:14](=[O:27])[NH:15][C:16]1[C:25]2[CH2:24][CH:23]([NH:26][S:2]([CH3:1])(=[O:4])=[O:3])[CH2:22][CH2:21][C:20]=2[CH:19]=[CH:18][CH:17]=1)[C:7]1[CH:12]=[CH:11][CH:10]=[CH:9][CH:8]=1. Given the reactants [CH3:1][S:2](Cl)(=[O:4])=[O:3].[CH2:6]([O:13][C:14](=[O:27])[NH:15][C:16]1[C:25]2[CH2:24][CH:23]([NH2:26])[CH2:22][CH2:21][C:20]=2[CH:19]=[CH:18][CH:17]=1)[C:7]1[CH:12]=[CH:11][CH:10]=[CH:9][CH:8]=1.C(N(C(C)C)CC)(C)C.O, predict the reaction product. (4) Given the reactants [OH:1][CH:2]([C:4]1([C:13]([O:15][C:16]([CH3:19])([CH3:18])[CH3:17])=[O:14])[CH2:8][CH2:7][C:6]([O:11][CH3:12])([O:9][CH3:10])[CH2:5]1)[CH3:3].C(N(CC)CC)C.[C:27](OC(=O)C)(=[O:29])[CH3:28], predict the reaction product. The product is: [C:27]([O:1][CH:2]([C:4]1([C:13]([O:15][C:16]([CH3:18])([CH3:17])[CH3:19])=[O:14])[CH2:8][CH2:7][C:6]([O:11][CH3:12])([O:9][CH3:10])[CH2:5]1)[CH3:3])(=[O:29])[CH3:28].